From a dataset of NCI-60 drug combinations with 297,098 pairs across 59 cell lines. Regression. Given two drug SMILES strings and cell line genomic features, predict the synergy score measuring deviation from expected non-interaction effect. (1) Drug 1: C1C(C(OC1N2C=C(C(=O)NC2=O)F)CO)O. Drug 2: CCC1(CC2CC(C3=C(CCN(C2)C1)C4=CC=CC=C4N3)(C5=C(C=C6C(=C5)C78CCN9C7C(C=CC9)(C(C(C8N6C)(C(=O)OC)O)OC(=O)C)CC)OC)C(=O)OC)O.OS(=O)(=O)O. Cell line: 786-0. Synergy scores: CSS=12.0, Synergy_ZIP=-3.66, Synergy_Bliss=-0.175, Synergy_Loewe=-6.03, Synergy_HSA=-1.12. (2) Drug 1: CC1CCC2CC(C(=CC=CC=CC(CC(C(=O)C(C(C(=CC(C(=O)CC(OC(=O)C3CCCCN3C(=O)C(=O)C1(O2)O)C(C)CC4CCC(C(C4)OC)OP(=O)(C)C)C)C)O)OC)C)C)C)OC. Drug 2: CCC1=C2N=C(C=C(N2N=C1)NCC3=C[N+](=CC=C3)[O-])N4CCCCC4CCO. Cell line: OVCAR3. Synergy scores: CSS=50.4, Synergy_ZIP=2.25, Synergy_Bliss=4.75, Synergy_Loewe=2.27, Synergy_HSA=6.16.